This data is from Forward reaction prediction with 1.9M reactions from USPTO patents (1976-2016). The task is: Predict the product of the given reaction. The product is: [Cl:18][CH2:17][CH2:16][CH2:15][N:9]1[CH2:8][C:7](=[O:13])[C:6]2[N:2]([CH3:1])[CH:3]=[CH:4][C:5]=2[S:10]1(=[O:12])=[O:11]. Given the reactants [CH3:1][N:2]1[C:6]2[C:7](=[O:13])[CH2:8][NH:9][S:10](=[O:12])(=[O:11])[C:5]=2[CH:4]=[CH:3]1.Br[CH2:15][CH2:16][CH2:17][Cl:18].C(=O)([O-])[O-].[K+].[K+], predict the reaction product.